From a dataset of Full USPTO retrosynthesis dataset with 1.9M reactions from patents (1976-2016). Predict the reactants needed to synthesize the given product. (1) Given the product [F:20][C:16]1[CH:15]=[C:14]([CH:6]([NH:5][C:3]([CH2:2][NH:1][C:28](=[O:29])[C:27]2[CH:26]=[CH:25][C:24]([N+:21]([O-:23])=[O:22])=[CH:32][CH:31]=2)=[O:4])[C:7]2[CH:12]=[CH:11][CH:10]=[C:9]([F:13])[CH:8]=2)[CH:19]=[CH:18][CH:17]=1, predict the reactants needed to synthesize it. The reactants are: [NH2:1][CH2:2][C:3]([NH:5][CH:6]([C:14]1[CH:19]=[CH:18][CH:17]=[C:16]([F:20])[CH:15]=1)[C:7]1[CH:12]=[CH:11][CH:10]=[C:9]([F:13])[CH:8]=1)=[O:4].[N+:21]([C:24]1[CH:32]=[CH:31][C:27]([C:28](O)=[O:29])=[CH:26][CH:25]=1)([O-:23])=[O:22]. (2) Given the product [CH3:12][C@@H:13]1[N:34]2[C:17]3[C:18]([C:30]([C:32]([C:35]([OH:37])=[O:36])=[CH:33]2)=[O:31])=[CH:19][C:20]([F:29])=[C:21]([N:22]2[CH2:23][CH2:24][N:25]([CH3:28])[CH2:26][CH2:27]2)[C:16]=3[O:15][CH2:14]1.[C:1]([O-:10])(=[O:9])[CH2:2][CH2:3][CH2:4][CH2:5][CH2:6][CH2:7][CH3:8], predict the reactants needed to synthesize it. The reactants are: [C:1]([O-:10])(=[O:9])[CH2:2][CH2:3][CH2:4][CH2:5][CH2:6][CH2:7][CH3:8].[Na+].[CH3:12][C@@H:13]1[N:34]2[C:17]3[C:18]([C:30]([C:32]([C:35]([OH:37])=[O:36])=[CH:33]2)=[O:31])=[CH:19][C:20]([F:29])=[C:21]([N:22]2[CH2:27][CH2:26][N:25]([CH3:28])[CH2:24][CH2:23]2)[C:16]=3[O:15][CH2:14]1.Cl. (3) Given the product [CH:1]1([C:4]2[O:5][C:6]3[C:7](=[C:9]([C:21]#[N:22])[C:10]([CH3:20])=[C:11]([C:14]4[N:15]=[C:16]([CH3:19])[S:17][CH:18]=4)[C:12]=3[N:34]3[CH2:35][CH2:36][C@H:32]([N:31]([CH3:37])[CH3:30])[CH2:33]3)[N:8]=2)[CH2:3][CH2:2]1, predict the reactants needed to synthesize it. The reactants are: [CH:1]1([C:4]2[O:5][C:6]3[C:7](=[C:9]([C:21]#[N:22])[C:10]([CH3:20])=[C:11]([C:14]4[N:15]=[C:16]([CH3:19])[S:17][CH:18]=4)[C:12]=3F)[N:8]=2)[CH2:3][CH2:2]1.C(N(CC)CC)C.[CH3:30][N:31]([CH3:37])[C@H:32]1[CH2:36][CH2:35][NH:34][CH2:33]1.O. (4) Given the product [CH3:1][C:2]1[CH:3]=[C:4]2[C:5](=[CH:6][CH:7]=1)[C:17](=[O:19])[C:9]1[CH:10]=[C:11]([C:14]([O:16][CH2:25][CH3:26])=[O:15])[CH:12]=[CH:13][C:8]2=1.[CH3:1][C:2]1[CH:7]=[CH:6][CH:5]=[C:4]2[C:3]=1[C:17](=[O:19])[C:9]1[CH:10]=[C:11]([C:14]([O:16][CH2:25][CH3:26])=[O:15])[CH:12]=[CH:13][C:8]2=1, predict the reactants needed to synthesize it. The reactants are: [CH3:1][C:2]1[CH:3]=[C:4]([C:8]2[C:9]([C:17]([OH:19])=O)=[CH:10][C:11]([C:14]([OH:16])=[O:15])=[CH:12][CH:13]=2)[CH:5]=[CH:6][CH:7]=1.S(=O)(=O)(O)O.[CH2:25](O)[CH3:26]. (5) Given the product [CH3:1][C:2]1[C:3]([CH2:4][OH:5])=[CH:7][CH:8]=[CH:9][N:10]=1, predict the reactants needed to synthesize it. The reactants are: [CH3:1][C:2]1[N:10]=[CH:9][CH:8]=[CH:7][C:3]=1[C:4](O)=[O:5].B.C1COCC1. (6) Given the product [CH:1]1([CH2:6][CH:7]([C:22]2[NH:30][C:25]3=[N:26][CH:27]=[CH:28][CH:29]=[C:24]3[CH:23]=2)[C:8]2[CH:13]=[CH:12][C:11]([S:14]([CH2:17][CH2:18][O:19][CH2:20][CH3:21])(=[O:15])=[O:16])=[CH:10][CH:9]=2)[CH2:5][CH2:4][CH2:3][CH2:2]1, predict the reactants needed to synthesize it. The reactants are: [CH:1]1([CH:6]=[C:7]([C:22]2[NH:30][C:25]3=[N:26][CH:27]=[CH:28][CH:29]=[C:24]3[CH:23]=2)[C:8]2[CH:13]=[CH:12][C:11]([S:14]([CH2:17][CH2:18][O:19][CH2:20][CH3:21])(=[O:16])=[O:15])=[CH:10][CH:9]=2)[CH2:5][CH2:4][CH2:3][CH2:2]1. (7) The reactants are: [CH2:1]1[CH:9]2[N:4]([CH2:5][CH:6]=[C:7]([C:10]3[C:18]4[C:13](=[CH:14][CH:15]=[N:16][CH:17]=4)[NH:12][CH:11]=3)[CH2:8]2)[CH2:3][CH2:2]1.C[Si]([N-][Si](C)(C)C)(C)C.[Na+].[Cl:29][C:30]1[CH:38]=[CH:37][CH:36]=[CH:35][C:31]=1[C:32](Cl)=[O:33]. Given the product [Cl:29][C:30]1[CH:38]=[CH:37][CH:36]=[CH:35][C:31]=1[C:32]([N:12]1[C:13]2[C:18](=[CH:17][N:16]=[CH:15][CH:14]=2)[C:10]([C:7]2[CH2:8][CH:9]3[N:4]([CH2:3][CH2:2][CH2:1]3)[CH2:5][CH:6]=2)=[CH:11]1)=[O:33], predict the reactants needed to synthesize it. (8) The reactants are: C([N:8]1[CH2:13][CH:12]=[C:11]([CH2:14][O:15][C:16]2[CH:21]=[C:20]([O:22][CH2:23][O:24][CH3:25])[C:19]([F:26])=[CH:18][C:17]=2Br)[CH2:10][CH2:9]1)C1C=CC=CC=1.N(C(C)(C)C#N)=NC(C)(C)C#N.C([SnH](CCCC)CCCC)CCC.[C-]#[Si+].C(N1CCC2(C3C=C(F)C(OCOC)=CC=3OC2)CC1)C1C=CC=CC=1.ClC(OC(Cl)C)=O. Given the product [F:26][C:19]1[C:20]([O:22][CH2:23][O:24][CH3:25])=[CH:21][C:16]2[O:15][CH2:14][C:11]3([CH2:10][CH2:9][NH:8][CH2:13][CH2:12]3)[C:17]=2[CH:18]=1, predict the reactants needed to synthesize it. (9) Given the product [C:1]([O:5][C:6](=[O:13])[N:7]([CH2:15][CH2:16][CH2:17][CH3:18])[N:8]1[CH:12]=[CH:11][CH:10]=[CH:9]1)([CH3:4])([CH3:2])[CH3:3], predict the reactants needed to synthesize it. The reactants are: [C:1]([O:5][C:6](=[O:13])[NH:7][N:8]1[CH:12]=[CH:11][CH:10]=[CH:9]1)([CH3:4])([CH3:3])[CH3:2].I[CH2:15][CH2:16][CH2:17][CH3:18].[H-].[Na+]. (10) Given the product [CH2:18]([O:25][C:26]1[CH:31]=[CH:30][C:29]([N:15]2[CH2:16][CH2:17][CH:12]([O:11][CH2:10][CH2:9][O:8][Si:1]([C:4]([CH3:7])([CH3:6])[CH3:5])([CH3:3])[CH3:2])[CH2:13][CH2:14]2)=[CH:28][CH:27]=1)[C:19]1[CH:24]=[CH:23][CH:22]=[CH:21][CH:20]=1, predict the reactants needed to synthesize it. The reactants are: [Si:1]([O:8][CH2:9][CH2:10][O:11][CH:12]1[CH2:17][CH2:16][NH:15][CH2:14][CH2:13]1)([C:4]([CH3:7])([CH3:6])[CH3:5])([CH3:3])[CH3:2].[CH2:18]([O:25][C:26]1[CH:31]=[CH:30][C:29](I)=[CH:28][CH:27]=1)[C:19]1[CH:24]=[CH:23][CH:22]=[CH:21][CH:20]=1.C1CCC(P(C2C(C3C=CC=CC=3)=CC=CC=2)C2CCCCC2)CC1.CC(C)([O-])C.[Na+].